This data is from Forward reaction prediction with 1.9M reactions from USPTO patents (1976-2016). The task is: Predict the product of the given reaction. (1) Given the reactants [CH:1]([S:4](Cl)(=[O:6])=[O:5])([CH3:3])[CH3:2].[NH2:8][C:9]1[CH:14]=[CH:13][C:12]([N:15]2[CH2:20][CH2:19][CH:18]([N:21]3[C:26]4[CH:27]=[CH:28][CH:29]=[CH:30][C:25]=4[CH2:24][O:23][C:22]3=[O:31])[CH2:17][CH2:16]2)=[C:11]([Cl:32])[CH:10]=1.N1C=CC=CC=1, predict the reaction product. The product is: [Cl:32][C:11]1[CH:10]=[C:9]([NH:8][S:4]([CH:1]([CH3:3])[CH3:2])(=[O:6])=[O:5])[CH:14]=[CH:13][C:12]=1[N:15]1[CH2:20][CH2:19][CH:18]([N:21]2[C:26]3[CH:27]=[CH:28][CH:29]=[CH:30][C:25]=3[CH2:24][O:23][C:22]2=[O:31])[CH2:17][CH2:16]1. (2) Given the reactants P(Cl)(Cl)(Cl)=O.[NH:6]1[C:14]2[C:9](=[CH:10][CH:11]=[CH:12][N:13]=2)[CH:8]=[CH:7]1.[C:15](=O)(O)[O-:16].[Na+], predict the reaction product. The product is: [NH:6]1[C:14]2[C:9](=[CH:10][CH:11]=[CH:12][N:13]=2)[C:8]([CH:15]=[O:16])=[CH:7]1.